Predict which catalyst facilitates the given reaction. From a dataset of Catalyst prediction with 721,799 reactions and 888 catalyst types from USPTO. (1) Reactant: [C:1]([O:5][C:6](=[O:21])[C@@H:7]([NH:13][C:14]([O:16][C:17]([CH3:20])([CH3:19])[CH3:18])=[O:15])[CH2:8][CH2:9][C:10]([OH:12])=O)([CH3:4])([CH3:3])[CH3:2].CCN=C=NCCCN(C)C.C1C=CC2N(O)N=NC=2C=1.Cl.[CH3:44][O:45][NH:46][CH3:47].CCN(CC)CC. The catalyst class is: 2. Product: [CH3:47][N:46]([O:45][CH3:44])[C:10](=[O:12])[CH2:9][CH2:8][C@H:7]([NH:13][C:14]([O:16][C:17]([CH3:20])([CH3:19])[CH3:18])=[O:15])[C:6]([O:5][C:1]([CH3:2])([CH3:3])[CH3:4])=[O:21]. (2) Reactant: [Br:1][C:2]1[CH:3]=[C:4]([CH:13]=[C:14]([CH3:16])[CH:15]=1)[CH2:5][S:6][CH2:7][C@@H:8]([CH3:12])[C:9]([OH:11])=[O:10].[OH:17]OS([O-])=O.[K+].[OH2:23]. Product: [Br:1][C:2]1[CH:3]=[C:4]([CH2:5][S:6]([CH2:7][C@@H:8]([CH3:12])[C:9]([OH:11])=[O:10])(=[O:17])=[O:23])[CH:13]=[C:14]([CH3:16])[CH:15]=1. The catalyst class is: 290. (3) Reactant: C[O:2][C:3]([C:5]1[CH:10]=[CH:9][C:8]([C:11]2[CH:16]=[CH:15][C:14]([CH:17]([CH3:35])[C:18]([OH:34])([C:23]3[CH:24]=[CH:25][C:26]4[O:30][C:29](=[O:31])[N:28]([CH3:32])[C:27]=4[CH:33]=3)[C:19]([F:22])([F:21])[F:20])=[C:13]([Cl:36])[CH:12]=2)=[CH:7][C:6]=1[F:37])=[O:4].[Li+].[OH-].Cl. Product: [Cl:36][C:13]1[CH:12]=[C:11]([C:8]2[CH:9]=[CH:10][C:5]([C:3]([OH:4])=[O:2])=[C:6]([F:37])[CH:7]=2)[CH:16]=[CH:15][C:14]=1[CH:17]([CH3:35])[C:18]([OH:34])([C:23]1[CH:24]=[CH:25][C:26]2[O:30][C:29](=[O:31])[N:28]([CH3:32])[C:27]=2[CH:33]=1)[C:19]([F:22])([F:21])[F:20]. The catalyst class is: 1.